From a dataset of Reaction yield outcomes from USPTO patents with 853,638 reactions. Predict the reaction yield, written as a fraction of the theoretical maximum amount of product (1.0 means a 100% yield; for example, 0.34 means a 34% yield). The catalyst is CN(C=O)C.[Cu]I.C1C=CC([P]([Pd]([P](C2C=CC=CC=2)(C2C=CC=CC=2)C2C=CC=CC=2)([P](C2C=CC=CC=2)(C2C=CC=CC=2)C2C=CC=CC=2)[P](C2C=CC=CC=2)(C2C=CC=CC=2)C2C=CC=CC=2)(C2C=CC=CC=2)C2C=CC=CC=2)=CC=1. The reactants are Br[C:2]1[S:3][CH:4]=[CH:5][N:6]=1.[F:7][C@@H:8]1[CH2:13][CH2:12][N:11]([C:14]([O:16][CH2:17][C:18]2[CH:23]=[CH:22][CH:21]=[CH:20][CH:19]=2)=[O:15])[CH2:10][C@H:9]1[O:24][C:25]1[N:30]=[C:29]([O:31][CH2:32][C:33]2[CH:38]=[CH:37][C:36]([O:39][CH3:40])=[CH:35][CH:34]=2)[CH:28]=[C:27]([C:41]2[C:49]3[C:44](=[CH:45][CH:46]=[C:47]([Sn](C)(C)C)[CH:48]=3)[N:43]([CH:54]3[CH2:59][CH2:58][CH2:57][CH2:56][O:55]3)[N:42]=2)[N:26]=1. The yield is 0.110. The product is [F:7][C@@H:8]1[CH2:13][CH2:12][N:11]([C:14]([O:16][CH2:17][C:18]2[CH:19]=[CH:20][CH:21]=[CH:22][CH:23]=2)=[O:15])[CH2:10][C@H:9]1[O:24][C:25]1[N:30]=[C:29]([O:31][CH2:32][C:33]2[CH:34]=[CH:35][C:36]([O:39][CH3:40])=[CH:37][CH:38]=2)[CH:28]=[C:27]([C:41]2[C:49]3[C:44](=[CH:45][CH:46]=[C:47]([C:2]4[S:3][CH:4]=[CH:5][N:6]=4)[CH:48]=3)[N:43]([CH:54]3[CH2:59][CH2:58][CH2:57][CH2:56][O:55]3)[N:42]=2)[N:26]=1.